From a dataset of TCR-epitope binding with 47,182 pairs between 192 epitopes and 23,139 TCRs. Binary Classification. Given a T-cell receptor sequence (or CDR3 region) and an epitope sequence, predict whether binding occurs between them. Result: 1 (the TCR binds to the epitope). The TCR CDR3 sequence is CASSHPGPTQYF. The epitope is FLPRVFSAV.